This data is from Full USPTO retrosynthesis dataset with 1.9M reactions from patents (1976-2016). The task is: Predict the reactants needed to synthesize the given product. (1) Given the product [Cl:51][C:30]1[C:31]([O:32][C:33]2[CH:47]=[CH:46][C:36]3[N:37]=[C:38]([NH:40][C:41]([CH:43]4[CH2:45][CH2:44]4)=[O:42])[S:39][C:35]=3[C:34]=2[C:48]#[N:49])=[CH:50][C:27]([NH:26][C:9](=[O:11])[C:8]2[CH:12]=[CH:13][CH:14]=[C:6]([C:2]([CH3:1])([CH3:5])[C:3]#[CH:4])[CH:7]=2)=[C:28]([F:52])[CH:29]=1, predict the reactants needed to synthesize it. The reactants are: [CH3:1][C:2]([C:6]1[CH:7]=[C:8]([CH:12]=[CH:13][CH:14]=1)[C:9]([OH:11])=O)([CH3:5])[C:3]#[CH:4].C(Cl)(=O)C(Cl)=O.CN(C)C=O.[NH2:26][C:27]1[C:28]([F:52])=[CH:29][C:30]([Cl:51])=[C:31]([CH:50]=1)[O:32][C:33]1[CH:47]=[CH:46][C:36]2[N:37]=[C:38]([NH:40][C:41]([CH:43]3[CH2:45][CH2:44]3)=[O:42])[S:39][C:35]=2[C:34]=1[C:48]#[N:49]. (2) Given the product [C:30]([O:29][C:27](=[O:28])[CH2:26][N:4]1[C:5]2[C:10](=[CH:9][C:8]([CH2:11][CH2:12][C:13]3[N:18]=[CH:17][CH:16]=[CH:15][N:14]=3)=[CH:7][CH:6]=2)[C:2]([Br:1])=[N:3]1)([CH3:33])([CH3:32])[CH3:31], predict the reactants needed to synthesize it. The reactants are: [Br:1][C:2]1[C:10]2[C:5](=[CH:6][CH:7]=[C:8]([CH2:11][CH2:12][C:13]3[N:18]=[CH:17][CH:16]=[CH:15][N:14]=3)[CH:9]=2)[NH:4][N:3]=1.C(=O)([O-])[O-].[K+].[K+].Br[CH2:26][C:27]([O:29][C:30]([CH3:33])([CH3:32])[CH3:31])=[O:28].